The task is: Regression/Classification. Given a drug SMILES string, predict its absorption, distribution, metabolism, or excretion properties. Task type varies by dataset: regression for continuous measurements (e.g., permeability, clearance, half-life) or binary classification for categorical outcomes (e.g., BBB penetration, CYP inhibition). Dataset: cyp1a2_veith.. This data is from CYP1A2 inhibition data for predicting drug metabolism from PubChem BioAssay. (1) The result is 1 (inhibitor). The drug is O=c1cnc2cnc(N3CCNCC3)nc2n1Cc1cccs1. (2) The drug is C[C@]12CC[C@H](O)CC1=CC[C@H]1[C@@H]2CC[C@]2(C)[C@H]1CC[C@@H]2N(CCO)CCO. The result is 0 (non-inhibitor).